From a dataset of Forward reaction prediction with 1.9M reactions from USPTO patents (1976-2016). Predict the product of the given reaction. Given the reactants [Cl:1][C:2]1[CH:3]=[CH:4][C:5](I)=[C:6]([C:8]2[CH:13]=[CH:12][C:11]([C:14]3[CH:19]=[C:18]([Cl:20])[CH:17]=[CH:16][C:15]=3I)=[CH:10][CH:9]=2)[CH:7]=1.[CH2:23](N(CC)CC)[CH3:24].C[Si]([C:34]#[CH:35])(C)C.C(=O)([O-])[O-].[K+].[K+], predict the reaction product. The product is: [Cl:1][C:2]1[CH:3]=[CH:4][C:5]([C:34]#[CH:35])=[C:6]([C:8]2[CH:13]=[CH:12][C:11]([C:14]3[CH:19]=[C:18]([Cl:20])[CH:17]=[CH:16][C:15]=3[C:23]#[CH:24])=[CH:10][CH:9]=2)[CH:7]=1.